From a dataset of Forward reaction prediction with 1.9M reactions from USPTO patents (1976-2016). Predict the product of the given reaction. Given the reactants [O:1]=[C:2]1[C@@H:6]([NH:7]C(OCC2C=CC=CC=2)=O)[CH2:5][CH2:4][N:3]1[C:18]1[CH:19]=[CH:20][C:21]2[CH2:27][N:26]([C:28]([O:30][C:31]([CH3:34])([CH3:33])[CH3:32])=[O:29])[CH2:25][CH2:24][CH2:23][C:22]=2[CH:35]=1, predict the reaction product. The product is: [NH2:7][C@H:6]1[CH2:5][CH2:4][N:3]([C:18]2[CH:19]=[CH:20][C:21]3[CH2:27][N:26]([C:28]([O:30][C:31]([CH3:32])([CH3:33])[CH3:34])=[O:29])[CH2:25][CH2:24][CH2:23][C:22]=3[CH:35]=2)[C:2]1=[O:1].